This data is from Catalyst prediction with 721,799 reactions and 888 catalyst types from USPTO. The task is: Predict which catalyst facilitates the given reaction. (1) Reactant: [Br:1][C:2]1[C:3]([CH3:9])=[N:4][C:5](Cl)=[N:6][CH:7]=1.Cl.[CH3:11][NH:12][C:13]([C@@H:15]1[CH2:19][CH2:18][CH2:17][NH:16]1)=[O:14].CCN(CC)CC. Product: [Br:1][C:2]1[C:3]([CH3:9])=[N:4][C:5]([N:16]2[CH2:17][CH2:18][CH2:19][C@H:15]2[C:13]([NH:12][CH3:11])=[O:14])=[N:6][CH:7]=1. The catalyst class is: 3. (2) Reactant: [C:1]([C:5]1[N:6]=[C:7]([NH:29][NH2:30])[C:8]2[CH:14]=[C:13]([C:15]3[CH:20]=[CH:19][C:18]([Cl:21])=[CH:17][CH:16]=3)[C:12]([C:22]3[CH:27]=[CH:26][CH:25]=[CH:24][C:23]=3[Cl:28])=[N:11][C:9]=2[N:10]=1)([CH3:4])([CH3:3])[CH3:2].[CH2:31](OC(OCC)OCC)C. Product: [C:1]([C:5]1[N:6]2[CH:31]=[N:30][N:29]=[C:7]2[C:8]2[CH:14]=[C:13]([C:15]3[CH:16]=[CH:17][C:18]([Cl:21])=[CH:19][CH:20]=3)[C:12]([C:22]3[CH:27]=[CH:26][CH:25]=[CH:24][C:23]=3[Cl:28])=[N:11][C:9]=2[N:10]=1)([CH3:4])([CH3:2])[CH3:3]. The catalyst class is: 37. (3) Reactant: [C:1]1([CH3:16])[CH:6]=[CH:5][CH:4]=[CH:3][C:2]=1[CH:7]=[CH:8][C:9]1[CH:14]=[CH:13][N:12]=[C:11]([NH2:15])[CH:10]=1. Product: [C:1]1([CH3:16])[CH:6]=[CH:5][CH:4]=[CH:3][C:2]=1[CH2:7][CH2:8][C:9]1[CH:14]=[CH:13][N:12]=[C:11]([NH2:15])[CH:10]=1. The catalyst class is: 19. (4) Reactant: Br[C:2]1[N:10]([CH2:11][C:12]2[CH:17]=[CH:16][CH:15]=[C:14]([Cl:18])[CH:13]=2)[C:9]2[C:4](=[N:5][C:6]([Cl:19])=[CH:7][CH:8]=2)[CH:3]=1.[O:20]1[CH2:25][CH2:24][CH2:23][CH2:22][CH:21]1[N:26]1[C:30](B2OC(C)(C)C(C)(C)O2)=[CH:29][CH:28]=[N:27]1.C([O-])([O-])=O.[Na+].[Na+]. Product: [Cl:19][C:6]1[N:5]=[C:4]2[CH:3]=[C:2]([C:30]3[N:26]([CH:21]4[CH2:22][CH2:23][CH2:24][CH2:25][O:20]4)[N:27]=[CH:28][CH:29]=3)[N:10]([CH2:11][C:12]3[CH:17]=[CH:16][CH:15]=[C:14]([Cl:18])[CH:13]=3)[C:9]2=[CH:8][CH:7]=1. The catalyst class is: 108. (5) Reactant: [Cl:1][C:2]1[C:3]([N:8]2[CH2:17][CH2:16][C:15]3[C:14]([NH:18][C:19]4[CH:28]=[C:27]5[C:22]([C:23]([CH3:33])([CH3:32])[CH2:24][CH2:25][N:26]5C(=O)C)=[CH:21][CH:20]=4)=[N:13][CH:12]=[N:11][C:10]=3[CH2:9]2)=[N:4][CH:5]=[CH:6][CH:7]=1.Cl.C(=O)(O)[O-].[Na+]. Product: [Cl:1][C:2]1[C:3]([N:8]2[CH2:17][CH2:16][C:15]3[C:14]([NH:18][C:19]4[CH:28]=[C:27]5[C:22]([C:23]([CH3:33])([CH3:32])[CH2:24][CH2:25][NH:26]5)=[CH:21][CH:20]=4)=[N:13][CH:12]=[N:11][C:10]=3[CH2:9]2)=[N:4][CH:5]=[CH:6][CH:7]=1. The catalyst class is: 10. (6) Reactant: [C:1]1([CH2:7][CH2:8][CH2:9][CH:10]([NH:20][C:21]([CH:23]2[CH2:28][CH2:27][N:26](C(OC(C)(C)C)=O)[CH2:25][CH2:24]2)=[O:22])[CH2:11][CH2:12][CH2:13][C:14]2[CH:19]=[CH:18][CH:17]=[CH:16][CH:15]=2)[CH:6]=[CH:5][CH:4]=[CH:3][CH:2]=1.FC(F)(F)C(O)=O. Product: [C:1]1([CH2:7][CH2:8][CH2:9][CH:10]([NH:20][C:21]([CH:23]2[CH2:28][CH2:27][NH:26][CH2:25][CH2:24]2)=[O:22])[CH2:11][CH2:12][CH2:13][C:14]2[CH:19]=[CH:18][CH:17]=[CH:16][CH:15]=2)[CH:6]=[CH:5][CH:4]=[CH:3][CH:2]=1. The catalyst class is: 2. (7) Reactant: [CH3:1][S:2]([OH:5])(=[O:4])=[O:3].[CH3:6][O:7][C:8]1[CH:9]=[C:10]2[C:15](=[CH:16][CH:17]=1)[CH:14]=[C:13]([O:18][CH2:19][C:20]1([C:31]([O:33][CH2:34][CH3:35])=[O:32])[CH2:23][N:22](C(OC(C)(C)C)=O)[CH2:21]1)[CH:12]=[CH:11]2. Product: [S:2]([C:1]1[CH:12]=[CH:11][C:10]([CH3:15])=[CH:9][CH:8]=1)([OH:5])(=[O:4])=[O:3].[CH3:6][O:7][C:8]1[CH:9]=[C:10]2[C:15](=[CH:16][CH:17]=1)[CH:14]=[C:13]([O:18][CH2:19][C:20]1([C:31]([O:33][CH2:34][CH3:35])=[O:32])[CH2:23][NH:22][CH2:21]1)[CH:12]=[CH:11]2. The catalyst class is: 480.